Dataset: Full USPTO retrosynthesis dataset with 1.9M reactions from patents (1976-2016). Task: Predict the reactants needed to synthesize the given product. (1) Given the product [NH2:1][C:2]1[N:7]=[C:6]([C:8]2[N:12]([CH:13]([CH3:14])[CH3:15])[C:11]([CH3:16])=[N:10][CH:9]=2)[C:5]([Cl:17])=[CH:4][N:3]=1, predict the reactants needed to synthesize it. The reactants are: [NH2:1][C:2]1[N:7]=[C:6]([C:8]2[N:12]([CH:13]([CH3:15])[CH3:14])[C:11]([CH3:16])=[N:10][CH:9]=2)[CH:5]=[CH:4][N:3]=1.[Cl:17]N1C(=O)CCC1=O. (2) Given the product [C:1]1([S:11]([C:14]2[C:22]3[C:17](=[CH:18][CH:19]=[C:20]([O:23][CH:24]4[CH2:29][CH2:28][N:27]([CH2:30][CH2:31][CH3:32])[CH2:26][CH2:25]4)[CH:21]=3)[NH:16][N:15]=2)(=[O:12])=[O:13])[C:10]2[C:5](=[CH:6][CH:7]=[CH:8][CH:9]=2)[CH:4]=[CH:3][CH:2]=1, predict the reactants needed to synthesize it. The reactants are: [C:1]1([S:11]([C:14]2[C:22]3[C:17](=[CH:18][CH:19]=[C:20]([O:23][CH:24]4[CH2:29][CH2:28][NH:27][CH2:26][CH2:25]4)[CH:21]=3)[NH:16][N:15]=2)(=[O:13])=[O:12])[C:10]2[C:5](=[CH:6][CH:7]=[CH:8][CH:9]=2)[CH:4]=[CH:3][CH:2]=1.[CH:30](=O)[CH2:31][CH3:32].C(O)(=O)C.C(O[BH-](OC(=O)C)OC(=O)C)(=O)C.[Na+].[OH-].[Na+]. (3) Given the product [CH:1]1[CH:2]=[CH:3][C:4]([CH:7]([S:33]([O-:36])(=[O:34])=[O:35])[C:8]([NH:10][C@@H:11]2[C:14](=[O:15])[N:13]3[C:16]([C:30]([O-:32])=[O:31])=[C:17]([CH2:20][N+:21]4[CH:26]=[CH:25][C:24]([C:27]([NH2:29])=[O:28])=[CH:23][CH:22]=4)[CH2:18][S:19][C@H:12]23)=[O:9])=[CH:5][CH:6]=1.[Na+:41], predict the reactants needed to synthesize it. The reactants are: [CH:1]1[CH:2]=[CH:3][C:4]([CH:7]([S:33]([OH:36])(=[O:35])=[O:34])[C:8]([NH:10][C@@H:11]2[C:14](=[O:15])[N:13]3[C:16]([C:30]([OH:32])=[O:31])=[C:17]([CH2:20][N+:21]4[CH:22]=[CH:23][C:24]([C:27]([NH2:29])=[O:28])=[CH:25][CH:26]=4)[CH2:18][S:19][C@H:12]23)=[O:9])=[CH:5][CH:6]=1.C([O-])(=O)C.[Na+:41]. (4) Given the product [OH:28][C@@H:27]([C:29]1[CH:34]=[CH:33][CH:32]=[CH:31][CH:30]=1)[C:26]([N:8]([C:5]1[CH:6]=[N:7][C:2]([CH3:1])=[CH:3][CH:4]=1)[CH2:18][CH2:17][C:14]1[CH:15]=[N:16][C:11]([C:10]([F:21])([F:20])[F:9])=[CH:12][CH:13]=1)=[O:25], predict the reactants needed to synthesize it. The reactants are: [CH3:1][C:2]1[N:7]=[CH:6][C:5]([NH2:8])=[CH:4][CH:3]=1.[F:9][C:10]([F:21])([F:20])[C:11]1[N:16]=[CH:15][C:14]([CH2:17][C:18]#N)=[CH:13][CH:12]=1.C([O:25][C:26](=O)[C@H:27]([C:29]1[CH:34]=[CH:33][CH:32]=[CH:31][CH:30]=1)[OH:28])(=O)C. (5) Given the product [O:12]1[CH2:16][CH2:15][O:14][CH:13]1[C:17]1[CH:18]=[C:19]([S:24]([C:25]([F:28])([F:27])[F:26])=[O:9])[CH:20]=[CH:21][C:22]=1[F:23], predict the reactants needed to synthesize it. The reactants are: ClC1C=CC=C(C(OO)=[O:9])C=1.[O:12]1[CH2:16][CH2:15][O:14][CH:13]1[C:17]1[CH:18]=[C:19]([S:24][C:25]([F:28])([F:27])[F:26])[CH:20]=[CH:21][C:22]=1[F:23].C(=O)([O-])O.[Na+].